From a dataset of Peptide-MHC class I binding affinity with 185,985 pairs from IEDB/IMGT. Regression. Given a peptide amino acid sequence and an MHC pseudo amino acid sequence, predict their binding affinity value. This is MHC class I binding data. (1) The peptide sequence is HPNIEEVAL. The MHC is HLA-B35:03 with pseudo-sequence HLA-B35:03. The binding affinity (normalized) is 0.829. (2) The peptide sequence is VERRLVKVL. The MHC is HLA-B58:01 with pseudo-sequence HLA-B58:01. The binding affinity (normalized) is 0.0847.